This data is from Forward reaction prediction with 1.9M reactions from USPTO patents (1976-2016). The task is: Predict the product of the given reaction. (1) Given the reactants [C:1]([OH:13])(=[O:12])[CH2:2][C:3]([CH2:8][C:9]([OH:11])=[O:10])([C:5]([OH:7])=[O:6])[OH:4].[OH-].[Na+].O.O.O.O.O.O.O.[Cl-].[La+3:24].[Cl-].[Cl-].C([O-])(=O)CC(CC([O-])=O)(C([O-])=O)O.[Na+].[Na+].[Na+], predict the reaction product. The product is: [C:1]([O-:13])(=[O:12])[CH2:2][C:3]([CH2:8][C:9]([O-:11])=[O:10])([C:5]([O-:7])=[O:6])[OH:4].[La+3:24]. (2) Given the reactants [CH:1]1([CH2:4][C@H:5]([NH:23]C(=O)OC(C)(C)C)[C:6]([NH:8][C@@H:9]([CH2:16][C:17]2[CH:22]=[CH:21][CH:20]=[CH:19][CH:18]=2)[C:10]([C@@:12]2([CH3:15])[CH2:14][O:13]2)=[O:11])=[O:7])[CH2:3][CH2:2]1.[C:31]([OH:37])([C:33]([F:36])([F:35])[F:34])=[O:32], predict the reaction product. The product is: [OH:37][C:31]([C:33]([F:36])([F:35])[F:34])=[O:32].[NH2:23][C@@H:5]([CH2:4][CH:1]1[CH2:3][CH2:2]1)[C:6]([NH:8][C@@H:9]([CH2:16][C:17]1[CH:22]=[CH:21][CH:20]=[CH:19][CH:18]=1)[C:10]([C@@:12]1([CH3:15])[CH2:14][O:13]1)=[O:11])=[O:7]. (3) Given the reactants [H-].[Al+3].[Li+].[H-].[H-].[H-].[CH3:7][NH:8][C@H:9]([C:13]1[CH:18]=[CH:17][CH:16]=[CH:15][CH:14]=1)[C:10](O)=[O:11].[OH-].[Na+], predict the reaction product. The product is: [CH3:7][NH:8][C@H:9]([C:13]1[CH:18]=[CH:17][CH:16]=[CH:15][CH:14]=1)[CH2:10][OH:11]. (4) Given the reactants [NH2:1][C:2]1[CH:7]=[CH:6][C:5]([C:8]2[C:9]([NH2:17])=[N:10][C:11]([NH2:16])=[N:12][C:13]=2[CH2:14]C)=[CH:4][CH:3]=1.[OH:18][C:19]1([C:22]([OH:24])=O)[CH2:21][CH2:20]1.C1[C:33]2[C:28](=[CH:29][CH:30]=[CH:31][CH:32]=2)[CH2:27]C1C(O)=O.CN(C([O:44]N1N=NC2C=CC=NC1=2)=[N+](C)C)C.F[P-](F)(F)(F)(F)F.CN(C(ON1N=NC2C=CC=CC1=2)=[N+](C)C)C.[B-](F)(F)(F)F, predict the reaction product. The product is: [NH2:16][C:11]1[N:10]=[C:9]([NH2:17])[C:8]([C:5]2[CH:4]=[CH:3][C:2]([NH:1][C:22]([C:19]3([OH:18])[CH2:21][CH2:20]3)=[O:24])=[CH:7][CH:6]=2)=[C:13]([CH2:14][O:44][CH2:27][C:28]2[CH:33]=[CH:32][CH:31]=[CH:30][CH:29]=2)[N:12]=1. (5) Given the reactants [F:1][C:2]1[C:24]([S:25][CH:26]2[CH2:31][CH2:30][N:29]([C:32]([CH3:37])([CH3:36])[C:33]([NH2:35])=[O:34])[CH2:28][CH2:27]2)=[CH:23][C:5]2[C:6]3[N:10]([CH2:11][CH2:12][O:13][C:4]=2[CH:3]=1)[CH:9]=[C:8]([C:14]1[N:15]([CH:20]([CH3:22])[CH3:21])[N:16]=[C:17]([CH3:19])[N:18]=1)[N:7]=3.C(O)(C(F)(F)F)=[O:39].C1C=C(Cl)C=C(C(OO)=O)C=1, predict the reaction product. The product is: [F:1][C:2]1[C:24]([S:25]([CH:26]2[CH2:31][CH2:30][N:29]([C:32]([CH3:37])([CH3:36])[C:33]([NH2:35])=[O:34])[CH2:28][CH2:27]2)=[O:39])=[CH:23][C:5]2[C:6]3[N:10]([CH:9]=[C:8]([C:14]4[N:15]([CH:20]([CH3:22])[CH3:21])[N:16]=[C:17]([CH3:19])[N:18]=4)[N:7]=3)[CH2:11][CH2:12][O:13][C:4]=2[CH:3]=1. (6) The product is: [O:23]=[S:20]1(=[O:24])[CH:21]=[CH:22][C:18]2[CH:17]=[C:16]([CH2:15][NH2:14])[CH:26]=[CH:25][C:19]1=2. Given the reactants Cl.C(OCC)(=O)C.C(OC(=O)[NH:14][CH2:15][C:16]1[CH:26]=[CH:25][C:19]2[S:20](=[O:24])(=[O:23])[CH:21]=[CH:22][C:18]=2[CH:17]=1)(C)(C)C, predict the reaction product. (7) Given the reactants Cl[C:2]1[C:7]([CH3:8])=[CH:6][C:5]([N+:9]([O-:11])=[O:10])=[CH:4][N:3]=1.[CH3:12][O:13][C:14](=[O:22])[C:15]1[CH:20]=[CH:19][C:18]([OH:21])=[CH:17][CH:16]=1.C([O-])([O-])=O.[K+].[K+].C(Cl)Cl, predict the reaction product. The product is: [CH3:8][C:7]1[C:2]([O:21][C:18]2[CH:17]=[CH:16][C:15]([C:14]([O:13][CH3:12])=[O:22])=[CH:20][CH:19]=2)=[N:3][CH:4]=[C:5]([N+:9]([O-:11])=[O:10])[CH:6]=1. (8) Given the reactants [NH2:1][CH2:2][C:3]1[NH:7][C:6]2[CH:8]=[CH:9][CH:10]=[C:11]([N:12]3[CH2:17][CH2:16][N:15]([C:18]([O:20][C:21]([CH3:24])([CH3:23])[CH3:22])=[O:19])[CH2:14][CH2:13]3)[C:5]=2[N:4]=1.[O:25]1[C:34]2[C:29](=[N:30][CH:31]=[CH:32][CH:33]=2)[C:28](=O)[CH2:27][CH2:26]1.[C:36](O)(=O)C.C(O[BH-](OC(=O)C)OC(=O)C)(=O)C.[Na+], predict the reaction product. The product is: [O:25]1[C:34]2[C:29](=[N:30][CH:31]=[CH:32][CH:33]=2)[CH:28]([NH:1][CH2:2][C:3]2[N:4]([CH3:36])[C:5]3[C:11]([N:12]4[CH2:17][CH2:16][N:15]([C:18]([O:20][C:21]([CH3:24])([CH3:23])[CH3:22])=[O:19])[CH2:14][CH2:13]4)=[CH:10][CH:9]=[CH:8][C:6]=3[N:7]=2)[CH2:27][CH2:26]1. (9) Given the reactants [NH:1]1[CH2:5][CH2:4][C@@H:3]([NH:6][C:7]([C:9]2[C:13]3[N:14]=[CH:15][N:16]=[C:17]([C:18]4[C:26]5[O:25][CH2:24][O:23][C:22]=5[CH:21]=[CH:20][C:19]=4[O:27][CH2:28][CH3:29])[C:12]=3[NH:11][CH:10]=2)=[O:8])[CH2:2]1.[C:30](Cl)(=[O:33])[CH2:31][CH3:32], predict the reaction product. The product is: [C:30]([N:1]1[CH2:5][CH2:4][C@@H:3]([NH:6][C:7]([C:9]2[C:13]3[N:14]=[CH:15][N:16]=[C:17]([C:18]4[C:26]5[O:25][CH2:24][O:23][C:22]=5[CH:21]=[CH:20][C:19]=4[O:27][CH2:28][CH3:29])[C:12]=3[NH:11][CH:10]=2)=[O:8])[CH2:2]1)(=[O:33])[CH2:31][CH3:32].